Task: Regression. Given two drug SMILES strings and cell line genomic features, predict the synergy score measuring deviation from expected non-interaction effect.. Dataset: NCI-60 drug combinations with 297,098 pairs across 59 cell lines (1) Drug 1: C1CC(=O)NC(=O)C1N2CC3=C(C2=O)C=CC=C3N. Drug 2: CC(C)CN1C=NC2=C1C3=CC=CC=C3N=C2N. Cell line: SN12C. Synergy scores: CSS=4.80, Synergy_ZIP=-2.18, Synergy_Bliss=0.144, Synergy_Loewe=0.402, Synergy_HSA=0.404. (2) Drug 1: C1CNP(=O)(OC1)N(CCCl)CCCl. Drug 2: C(CCl)NC(=O)N(CCCl)N=O. Cell line: 786-0. Synergy scores: CSS=5.75, Synergy_ZIP=1.26, Synergy_Bliss=7.53, Synergy_Loewe=-2.65, Synergy_HSA=2.17. (3) Drug 1: CC1OCC2C(O1)C(C(C(O2)OC3C4COC(=O)C4C(C5=CC6=C(C=C35)OCO6)C7=CC(=C(C(=C7)OC)O)OC)O)O. Drug 2: CCN(CC)CCCC(C)NC1=C2C=C(C=CC2=NC3=C1C=CC(=C3)Cl)OC. Cell line: DU-145. Synergy scores: CSS=26.5, Synergy_ZIP=-5.69, Synergy_Bliss=-2.46, Synergy_Loewe=-3.33, Synergy_HSA=-0.777. (4) Drug 1: C1CNP(=O)(OC1)N(CCCl)CCCl. Drug 2: N.N.Cl[Pt+2]Cl. Cell line: HL-60(TB). Synergy scores: CSS=61.2, Synergy_ZIP=7.16, Synergy_Bliss=9.09, Synergy_Loewe=-28.9, Synergy_HSA=5.51. (5) Drug 1: CC12CCC(CC1=CCC3C2CCC4(C3CC=C4C5=CN=CC=C5)C)O. Drug 2: C1=CC=C(C=C1)NC(=O)CCCCCCC(=O)NO. Cell line: HCT-15. Synergy scores: CSS=15.9, Synergy_ZIP=0.201, Synergy_Bliss=7.89, Synergy_Loewe=5.46, Synergy_HSA=6.31. (6) Cell line: SF-539. Synergy scores: CSS=69.7, Synergy_ZIP=5.83, Synergy_Bliss=5.78, Synergy_Loewe=3.44, Synergy_HSA=8.22. Drug 1: CN(CCCl)CCCl.Cl. Drug 2: CCC1(C2=C(COC1=O)C(=O)N3CC4=CC5=C(C=CC(=C5CN(C)C)O)N=C4C3=C2)O.Cl.